From a dataset of Forward reaction prediction with 1.9M reactions from USPTO patents (1976-2016). Predict the product of the given reaction. (1) Given the reactants S([C:5]1C=CC(C)=C[CH:6]=1)([O-])(=O)=O.[N-]=[N+]=[N-].[Na+].[N:16]([CH2:19][CH:20]1[CH2:24][C:23]2[CH:25]=[C:26]([Cl:34])[CH:27]=[C:28]([C:29]3[CH:33]=[CH:32]S[CH:30]=3)[C:22]=2[O:21]1)=[N+:17]=[N-:18], predict the reaction product. The product is: [N:16]([CH2:19][CH:20]1[CH2:24][C:23]2[CH:25]=[C:26]([Cl:34])[CH:27]=[C:28]([CH:29]3[CH2:33][CH2:32][CH2:6][CH2:5][CH2:30]3)[C:22]=2[O:21]1)=[N+:17]=[N-:18]. (2) Given the reactants [C:1]([C:3]1[CH:4]=[CH:5][C:6](/[CH:12]=[CH:13]/[C:14]2[CH:18]=[C:17]([C:19]3[CH:24]=[CH:23][CH:22]=[CH:21][CH:20]=3)[O:16][N:15]=2)=[C:7]([CH:11]=1)[C:8]([O-:10])=[O:9])#[N:2].[OH-].[Na+], predict the reaction product. The product is: [C:1]([C:3]1[CH:4]=[CH:5][C:6](/[CH:12]=[CH:13]/[C:14]2[CH:18]=[C:17]([C:19]3[CH:24]=[CH:23][CH:22]=[CH:21][CH:20]=3)[O:16][N:15]=2)=[C:7]([CH:11]=1)[C:8]([OH:10])=[O:9])#[N:2]. (3) Given the reactants [CH2:1]([C:3]1([CH3:12])[O:8][C:7](=[O:9])[CH:6]([CH3:10])[C:5](=[O:11])[O:4]1)[CH3:2].[CH3:13]N(C)C=O.C(=O)([O-])[O-].[K+].[K+].CI, predict the reaction product. The product is: [CH2:1]([C:3]1([CH3:12])[O:4][C:5](=[O:11])[C:6]([CH3:13])([CH3:10])[C:7](=[O:9])[O:8]1)[CH3:2]. (4) The product is: [CH2:17]([O:19][C:20](=[O:40])[CH2:21][S:22][C:23]1[CH:28]=[CH:27][C:26]([O:29][CH2:30][CH2:31][CH:32]([O:9][C:6]2[CH:7]=[CH:8][C:3]([CH2:1][CH3:2])=[CH:4][C:5]=2[O:10][C:11]2[CH:16]=[CH:15][CH:14]=[CH:13][CH:12]=2)[CH3:33])=[CH:25][C:24]=1[CH3:39])[CH3:18]. Given the reactants [CH2:1]([C:3]1[CH:8]=[CH:7][C:6]([OH:9])=[C:5]([O:10][C:11]2[CH:16]=[CH:15][CH:14]=[CH:13][CH:12]=2)[CH:4]=1)[CH3:2].[CH2:17]([O:19][C:20](=[O:40])[CH2:21][S:22][C:23]1[CH:28]=[CH:27][C:26]([O:29][CH2:30][CH2:31][C@@H:32](OS(C)(=O)=O)[CH3:33])=[CH:25][C:24]=1[CH3:39])[CH3:18].C([O-])([O-])=O.[Cs+].[Cs+].Cl, predict the reaction product. (5) The product is: [N:11]1([C:2]2[S:3][C:4]3[CH:10]=[CH:9][CH:8]=[CH:7][C:5]=3[N:6]=2)[CH2:16][CH2:15][NH:14][CH2:13][CH2:12]1. Given the reactants Cl[C:2]1[S:3][C:4]2[CH:10]=[CH:9][CH:8]=[CH:7][C:5]=2[N:6]=1.[NH:11]1[CH2:16][CH2:15][NH:14][CH2:13][CH2:12]1.C(N(CC)CC)C, predict the reaction product.